This data is from Full USPTO retrosynthesis dataset with 1.9M reactions from patents (1976-2016). The task is: Predict the reactants needed to synthesize the given product. (1) The reactants are: [CH3:1][O:2][C:3]1[CH:4]=[C:5]2[C:10](=[CH:11][C:12]=1[O:13][CH3:14])[N:9]=[CH:8][CH:7]=[C:6]2[O:15][C:16]1[CH:22]=[CH:21][C:19]([NH2:20])=[CH:18][CH:17]=1.ClC(Cl)(O[C:27](=[O:33])OC(Cl)(Cl)Cl)Cl.[NH2:35][CH:36]1[CH2:41][C:40]([CH3:43])([CH3:42])[NH:39][C:38]([CH3:45])([CH3:44])[CH2:37]1.C(=O)([O-])O.[Na+]. Given the product [CH3:1][O:2][C:3]1[CH:4]=[C:5]2[C:10](=[CH:11][C:12]=1[O:13][CH3:14])[N:9]=[CH:8][CH:7]=[C:6]2[O:15][C:16]1[CH:22]=[CH:21][C:19]([NH:20][C:27]([NH:35][CH:36]2[CH2:37][C:38]([CH3:45])([CH3:44])[NH:39][C:40]([CH3:43])([CH3:42])[CH2:41]2)=[O:33])=[CH:18][CH:17]=1, predict the reactants needed to synthesize it. (2) Given the product [CH2:21]([O:20][C:18](=[O:19])/[CH:17]=[CH:16]/[C:4]1[CH:5]=[CH:6][C:7]([O:8][C:9]2[CH:14]=[CH:13][C:12]([O:15][CH2:28][C:27]3[CH:30]=[CH:31][CH:32]=[CH:33][C:26]=3[Cl:25])=[CH:11][N:10]=2)=[C:2]([F:1])[CH:3]=1)[CH2:22][CH2:23][CH3:24], predict the reactants needed to synthesize it. The reactants are: [F:1][C:2]1[CH:3]=[C:4](/[CH:16]=[CH:17]/[C:18]([O:20][CH2:21][CH2:22][CH2:23][CH3:24])=[O:19])[CH:5]=[CH:6][C:7]=1[O:8][C:9]1[CH:14]=[CH:13][C:12]([OH:15])=[CH:11][N:10]=1.[Cl:25][C:26]1[CH:33]=[CH:32][CH:31]=[CH:30][C:27]=1[CH2:28]Cl.[H-].[Na+]. (3) Given the product [C:32]([O:36][C:37]([N:39]1[CH:44]([CH2:45][O:46][C:48]2[CH:49]=[N:50][CH:51]=[CH:52][CH:53]=2)[CH2:43][CH:42]2[CH:40]1[CH2:41]2)=[O:38])([CH3:35])([CH3:34])[CH3:33], predict the reactants needed to synthesize it. The reactants are: C1(P(C2C=CC=CC=2)C2C=CC=CC=2)C=CC=CC=1.N(C(OCC)=O)=NC(OCC)=O.[C:32]([O:36][C:37]([N:39]1[CH:44]([CH2:45][OH:46])[CH2:43][CH:42]2[CH:40]1[CH2:41]2)=[O:38])([CH3:35])([CH3:34])[CH3:33].O[C:48]1[CH:49]=[N:50][CH:51]=[CH:52][CH:53]=1. (4) Given the product [NH2:14][C:5]1[CH:4]=[C:3]([CH2:1][CH3:2])[C:8]([O:9][CH3:10])=[CH:7][C:6]=1[C:11](=[O:13])[CH3:12], predict the reactants needed to synthesize it. The reactants are: [CH2:1]([C:3]1[C:8]([O:9][CH3:10])=[CH:7][C:6]([C:11](=[O:13])[CH3:12])=[C:5]([N+:14]([O-])=O)[CH:4]=1)[CH3:2].N. (5) Given the product [Cl-:1].[C:2]([O:6][C:7]([NH:9][C@H:10]1[CH2:15][CH2:14][CH2:13][N+:12]([CH2:16][CH2:17][CH2:18][C:19]2[CH:20]=[CH:21][C:22]([O:25][CH2:26][C:27]([OH:29])=[O:28])=[CH:23][CH:24]=2)([CH2:31][CH2:32][CH2:33][C:34]2[CH:39]=[CH:38][C:37]([O:40][CH2:41][C:42]([OH:44])=[O:43])=[CH:36][CH:35]=2)[CH2:11]1)=[O:8])([CH3:5])([CH3:3])[CH3:4], predict the reactants needed to synthesize it. The reactants are: [Cl-:1].[C:2]([O:6][C:7]([NH:9][CH:10]1[CH2:15][CH2:14][CH2:13][N+:12]([CH2:31][CH2:32][CH2:33][C:34]2[CH:39]=[CH:38][C:37]([O:40][CH2:41][C:42]([O:44]C)=[O:43])=[CH:36][CH:35]=2)([CH2:16][CH2:17][CH2:18][C:19]2[CH:24]=[CH:23][C:22]([O:25][CH2:26][C:27]([O:29]C)=[O:28])=[CH:21][CH:20]=2)[CH2:11]1)=[O:8])([CH3:5])([CH3:4])[CH3:3].[OH-].[Na+]. (6) Given the product [CH3:1][O:2][C:3]1[CH:12]=[CH:11][C:10]([N+:17]([O-:19])=[O:18])=[C:9]2[C:4]=1[CH2:5][CH2:6][CH:7]([C:13]([O:15][CH3:16])=[O:14])[CH2:8]2, predict the reactants needed to synthesize it. The reactants are: [CH3:1][O:2][C:3]1[CH:12]=[CH:11][CH:10]=[C:9]2[C:4]=1[CH2:5][CH2:6][CH:7]([C:13]([O:15][CH3:16])=[O:14])[CH2:8]2.[N+:17]([O-])([OH:19])=[O:18].C(OCC)C.